This data is from Merck oncology drug combination screen with 23,052 pairs across 39 cell lines. The task is: Regression. Given two drug SMILES strings and cell line genomic features, predict the synergy score measuring deviation from expected non-interaction effect. (1) Drug 1: CC(=O)OC1C(=O)C2(C)C(O)CC3OCC3(OC(C)=O)C2C(OC(=O)c2ccccc2)C2(O)CC(OC(=O)C(O)C(NC(=O)c3ccccc3)c3ccccc3)C(C)=C1C2(C)C. Drug 2: CC1(c2nc3c(C(N)=O)cccc3[nH]2)CCCN1. Cell line: A375. Synergy scores: synergy=13.1. (2) Drug 1: CC1(c2nc3c(C(N)=O)cccc3[nH]2)CCCN1. Drug 2: CCc1c2c(nc3ccc(O)cc13)-c1cc3c(c(=O)n1C2)COC(=O)C3(O)CC. Cell line: OCUBM. Synergy scores: synergy=33.4. (3) Cell line: SKMES1. Drug 2: Cn1cc(-c2cnn3c(N)c(Br)c(C4CCCNC4)nc23)cn1. Drug 1: COc1cccc2c1C(=O)c1c(O)c3c(c(O)c1C2=O)CC(O)(C(=O)CO)CC3OC1CC(N)C(O)C(C)O1. Synergy scores: synergy=-15.2. (4) Drug 1: C=CCn1c(=O)c2cnc(Nc3ccc(N4CCN(C)CC4)cc3)nc2n1-c1cccc(C(C)(C)O)n1. Drug 2: C#Cc1cccc(Nc2ncnc3cc(OCCOC)c(OCCOC)cc23)c1. Cell line: PA1. Synergy scores: synergy=-1.21. (5) Drug 1: O=P1(N(CCCl)CCCl)NCCCO1. Drug 2: C=CCn1c(=O)c2cnc(Nc3ccc(N4CCN(C)CC4)cc3)nc2n1-c1cccc(C(C)(C)O)n1. Cell line: SW620. Synergy scores: synergy=1.46.